Predict the reactants needed to synthesize the given product. From a dataset of Full USPTO retrosynthesis dataset with 1.9M reactions from patents (1976-2016). (1) Given the product [CH:1]1([CH:7]([NH:24][C:25]2[N:30]=[CH:29][C:28]([C:31]([NH:33][CH2:34][CH2:35][C:36]([OH:38])=[O:37])=[O:32])=[CH:27][CH:26]=2)[C:8]2[CH:9]=[N:10][C:11]([C:14]3[CH:15]=[CH:16][C:17]([C:20]([F:23])([F:21])[F:22])=[CH:18][CH:19]=3)=[N:12][CH:13]=2)[CH2:6][CH2:5][CH2:4][CH2:3][CH2:2]1, predict the reactants needed to synthesize it. The reactants are: [CH:1]1([CH:7]([NH:24][C:25]2[N:30]=[CH:29][C:28]([C:31]([NH:33][CH2:34][CH2:35][C:36]([O:38]CC)=[O:37])=[O:32])=[CH:27][CH:26]=2)[C:8]2[CH:9]=[N:10][C:11]([C:14]3[CH:19]=[CH:18][C:17]([C:20]([F:23])([F:22])[F:21])=[CH:16][CH:15]=3)=[N:12][CH:13]=2)[CH2:6][CH2:5][CH2:4][CH2:3][CH2:2]1.O1CCCC1.[OH-].[Li+]. (2) Given the product [CH:61]1([S:64]([NH:67][C:68]([C@@:70]2([NH:75][C:76]([C@@H:78]3[CH2:82][C@@H:81]([O:83][C:84]4[C:85]5[O:102][C:101]6[CH:103]=[CH:104][CH:105]=[CH:106][C:100]=6[C:86]=5[N:87]=[C:88]([C:90]5[CH:91]=[CH:92][C:93]([O:96][CH:97]([CH3:99])[CH3:98])=[CH:94][CH:95]=5)[N:89]=4)[CH2:80][N:79]3[C:10](=[O:12])[C@@H:9]([NH:8][C:5]3[CH:4]=[CH:3][C:2]([F:1])=[CH:7][CH:6]=3)[CH2:13][CH2:14][CH2:15][CH2:16][CH2:17][CH:18]=[CH2:19])=[O:77])[CH2:72][C@H:71]2[CH:73]=[CH2:74])=[O:69])(=[O:65])=[O:66])[CH2:63][CH2:62]1, predict the reactants needed to synthesize it. The reactants are: [F:1][C:2]1[CH:7]=[CH:6][C:5]([NH:8][C@@H:9]([CH2:13][CH2:14][CH2:15][CH2:16][CH2:17][CH:18]=[CH2:19])[C:10]([OH:12])=O)=[CH:4][CH:3]=1.CN1CCOCC1.CN(C(ON1N=NC2C=CC=NC1=2)=[N+](C)C)C.F[P-](F)(F)(F)(F)F.C1C=CC2N(O)N=NC=2C=1.[CH:61]1([S:64]([NH:67][C:68]([C@@:70]2([NH:75][C:76]([C@@H:78]3[CH2:82][C@@H:81]([O:83][C:84]4[C:85]5[O:102][C:101]6[CH:103]=[CH:104][CH:105]=[CH:106][C:100]=6[C:86]=5[N:87]=[C:88]([C:90]5[CH:95]=[CH:94][C:93]([O:96][CH:97]([CH3:99])[CH3:98])=[CH:92][CH:91]=5)[N:89]=4)[CH2:80][NH:79]3)=[O:77])[CH2:72][C@H:71]2[CH:73]=[CH2:74])=[O:69])(=[O:66])=[O:65])[CH2:63][CH2:62]1. (3) Given the product [N:27]1[N:28]=[CH:29][N:30]2[CH2:34][CH2:33][N:32]([C:2]3[CH:3]=[C:4]([CH2:8][CH2:9][N:10]4[CH2:15][CH2:14][N:13]([C:16]5[CH:25]=[CH:24][CH:23]=[C:22]6[C:17]=5[CH:18]=[CH:19][C:20]([CH3:26])=[N:21]6)[CH2:12][CH2:11]4)[CH:5]=[CH:6][CH:7]=3)[C:31]=12, predict the reactants needed to synthesize it. The reactants are: I[C:2]1[CH:3]=[C:4]([CH2:8][CH2:9][N:10]2[CH2:15][CH2:14][N:13]([C:16]3[CH:25]=[CH:24][CH:23]=[C:22]4[C:17]=3[CH:18]=[CH:19][C:20]([CH3:26])=[N:21]4)[CH2:12][CH2:11]2)[CH:5]=[CH:6][CH:7]=1.[NH:27]1[C:31]2=[N:32][CH2:33][CH2:34][N:30]2[CH:29]=[N:28]1.P([O-])([O-])([O-])=O.[K+].[K+].[K+]. (4) Given the product [CH2:1]([O:3][C:4]([C:6]1[C:7]([C:11]([F:13])([F:14])[F:12])=[N:8][N:9]([CH:16]([CH3:18])[CH3:17])[CH:10]=1)=[O:5])[CH3:2].[CH2:1]([O:3][C:4]([C:6]1[CH:10]=[N:9][N:8]([CH:16]([CH3:18])[CH3:17])[C:7]=1[C:11]([F:13])([F:14])[F:12])=[O:5])[CH3:2], predict the reactants needed to synthesize it. The reactants are: [CH2:1]([O:3][C:4]([C:6]1[C:7]([C:11]([F:14])([F:13])[F:12])=[N:8][NH:9][CH:10]=1)=[O:5])[CH3:2].I[CH:16]([CH3:18])[CH3:17].C(=O)([O-])[O-].[K+].[K+].O. (5) Given the product [F:17][C:18]([F:28])([F:29])[C:19]1[CH:20]=[C:21]([CH:25]=[CH:26][CH:27]=1)[CH:22]=[N:23][NH:24][C:10]([C:9]1[C:8]([O:7][C:3]2[CH:2]=[N:1][CH:6]=[CH:5][CH:4]=2)=[N:16][CH:15]=[CH:14][CH:13]=1)=[O:11], predict the reactants needed to synthesize it. The reactants are: [N:1]1[CH:6]=[CH:5][CH:4]=[C:3]([O:7][C:8]2[N:16]=[CH:15][CH:14]=[CH:13][C:9]=2[C:10](Cl)=[O:11])[CH:2]=1.[F:17][C:18]([F:29])([F:28])[C:19]1[CH:20]=[C:21]([CH:25]=[CH:26][CH:27]=1)[CH:22]=[N:23][NH2:24]. (6) Given the product [CH:1]([C:4]1[CH:9]=[C:8]([C:10]2[N:11]([C:16]3[CH:21]=[CH:20][C:19]([CH2:22][N:23]4[CH2:28][CH2:27][O:26][CH2:25][CH2:24]4)=[CH:18][CH:17]=3)[C:12]([SH:15])=[N:13][N:14]=2)[C:7]([OH:29])=[CH:6][C:5]=1[OH:33])([CH3:3])[CH3:2], predict the reactants needed to synthesize it. The reactants are: [CH:1]([C:4]1[C:5]([O:33]COC)=[CH:6][C:7]([O:29]COC)=[C:8]([C:10]2[N:11]([C:16]3[CH:21]=[CH:20][C:19]([CH2:22][N:23]4[CH2:28][CH2:27][O:26][CH2:25][CH2:24]4)=[CH:18][CH:17]=3)[C:12](=[S:15])[NH:13][N:14]=2)[CH:9]=1)([CH3:3])[CH3:2].Cl.[OH-].[Na+].